Dataset: Forward reaction prediction with 1.9M reactions from USPTO patents (1976-2016). Task: Predict the product of the given reaction. (1) Given the reactants [Cl:1][C:2]1[CH:28]=[CH:27][C:5]2[N:6]=[C:7]([NH:9][C:10]3[N:14]([CH3:15])[C:13]4[CH:16]=[CH:17][C:18]([C:20]([NH:22][CH2:23][C:24](O)=[O:25])=[O:21])=[CH:19][C:12]=4[N:11]=3)[S:8][C:4]=2[CH:3]=1.[OH:29][CH:30]1[CH2:35][CH2:34][NH:33][CH2:32][CH2:31]1.CN(C(ON1N=NC2C=CC=CC1=2)=[N+](C)C)C.F[P-](F)(F)(F)(F)F.CCN(C(C)C)C(C)C, predict the reaction product. The product is: [OH:29][CH:30]1[CH2:35][CH2:34][N:33]([C:24](=[O:25])[CH2:23][NH:22][C:20]([C:18]2[CH:17]=[CH:16][C:13]3[N:14]([CH3:15])[C:10]([NH:9][C:7]4[S:8][C:4]5[CH:3]=[C:2]([Cl:1])[CH:28]=[CH:27][C:5]=5[N:6]=4)=[N:11][C:12]=3[CH:19]=2)=[O:21])[CH2:32][CH2:31]1. (2) Given the reactants O=[C:2]1[CH2:7][CH2:6][N:5]([C:8]([O:10][C:11]([CH3:14])([CH3:13])[CH3:12])=[O:9])[CH2:4][CH2:3]1.C(O)(=O)C.C(O[BH-](OC(=O)C)OC(=O)C)(=O)C.[Na+].[C:33]1([C@H:39]2[CH2:41][C@@H:40]2[NH2:42])[CH:38]=[CH:37][CH:36]=[CH:35][CH:34]=1, predict the reaction product. The product is: [C:33]1([C@H:39]2[CH2:41][C@@H:40]2[NH:42][CH:2]2[CH2:7][CH2:6][N:5]([C:8]([O:10][C:11]([CH3:14])([CH3:13])[CH3:12])=[O:9])[CH2:4][CH2:3]2)[CH:38]=[CH:37][CH:36]=[CH:35][CH:34]=1. (3) Given the reactants [OH:1][CH2:2][C@@H:3]1[C@@H:9]([C:10]2[CH:15]=[CH:14][C:13]([Cl:16])=[C:12]([Cl:17])[CH:11]=2)[CH2:8][C@H:7]2[N:18]([CH3:19])[C@@H:4]1[CH2:5][CH2:6]2.[H-].[Na+].[CH2:22](OS([O-])(=O)=O)[CH3:23].O, predict the reaction product. The product is: [CH2:22]([O:1][CH2:2][C@@H:3]1[C@@H:9]([C:10]2[CH:15]=[CH:14][C:13]([Cl:16])=[C:12]([Cl:17])[CH:11]=2)[CH2:8][C@H:7]2[N:18]([CH3:19])[C@@H:4]1[CH2:5][CH2:6]2)[CH3:23]. (4) Given the reactants [Br:1][C:2]1[CH:7]=[C:6]([O:8]C(=O)C(C)(C)C)[CH:5]=[C:4]([CH3:15])[C:3]=1[NH:16][C:17](=[O:27])[C:18]1[CH:23]=[CH:22][CH:21]=[C:20]([N+:24]([O-:26])=[O:25])[CH:19]=1.[OH-].[Na+].CO, predict the reaction product. The product is: [Br:1][C:2]1[CH:7]=[C:6]([OH:8])[CH:5]=[C:4]([CH3:15])[C:3]=1[NH:16][C:17](=[O:27])[C:18]1[CH:23]=[CH:22][CH:21]=[C:20]([N+:24]([O-:26])=[O:25])[CH:19]=1. (5) The product is: [Cl:1][C:2]1[CH:3]=[C:4]2[C:8](=[C:9]([NH:11][CH:12]3[CH2:16][CH2:15][CH2:14][CH2:13]3)[CH:10]=1)[NH:7][C:6]([C:17]1[S:18][CH2:19][C@@H:20]([CH2:22][C:23]([NH:26][CH2:27][CH2:28][N:29]3[CH2:34][CH2:33][O:32][CH2:31][CH2:30]3)=[O:25])[N:21]=1)=[CH:5]2. Given the reactants [Cl:1][C:2]1[CH:3]=[C:4]2[C:8](=[C:9]([NH:11][CH:12]3[CH2:16][CH2:15][CH2:14][CH2:13]3)[CH:10]=1)[NH:7][C:6]([C:17]1[S:18][CH2:19][C@@H:20]([CH2:22][C:23]([OH:25])=O)[N:21]=1)=[CH:5]2.[NH2:26][CH2:27][CH2:28][N:29]1[CH2:34][CH2:33][O:32][CH2:31][CH2:30]1, predict the reaction product.